Dataset: Reaction yield outcomes from USPTO patents with 853,638 reactions. Task: Predict the reaction yield, written as a fraction of the theoretical maximum amount of product (1.0 means a 100% yield; for example, 0.34 means a 34% yield). The reactants are I[C:2]1[N:3]=[C:4]([CH3:16])[N:5]([CH2:7][CH2:8][O:9][CH:10]2[CH2:15][CH2:14][CH2:13][CH2:12][O:11]2)[CH:6]=1.IC1N(CCOC2CCCCO2)C(C)=NC=1.C([Mg]Br)C.[CH3:37][Sn:38](Cl)([CH3:40])[CH3:39].[NH4+].[Cl-]. The catalyst is C(Cl)Cl. The product is [CH3:16][C:4]1[N:5]([CH2:7][CH2:8][O:9][CH:10]2[CH2:15][CH2:14][CH2:13][CH2:12][O:11]2)[CH:6]=[C:2]([Sn:38]([CH3:40])([CH3:39])[CH3:37])[N:3]=1. The yield is 0.630.